Task: Predict the reactants needed to synthesize the given product.. Dataset: Full USPTO retrosynthesis dataset with 1.9M reactions from patents (1976-2016) (1) Given the product [Cl:1][C:2]1[CH:3]=[CH:4][C:5]([CH:8]2[NH:14][C:22]([C:21]3[CH:27]=[CH:28][C:29]([O:31][CH3:32])=[CH:30][C:20]=3[O:19][CH:16]([CH3:18])[CH3:17])=[N:13][CH:9]2[CH2:10][CH2:11][CH3:12])=[CH:6][CH:7]=1, predict the reactants needed to synthesize it. The reactants are: [Cl:1][C:2]1[CH:7]=[CH:6][C:5]([CH:8]([NH2:14])[CH:9]([NH2:13])[CH2:10][CH2:11][CH3:12])=[CH:4][CH:3]=1.Cl.[CH:16]([O:19][C:20]1[CH:30]=[C:29]([O:31][CH3:32])[CH:28]=[CH:27][C:21]=1[C:22](=N)OCC)([CH3:18])[CH3:17].ClC1C=CC(C2NC(C3C=CC(OC)=CC=3OCC)=NC2CC2CCCC2)=CC=1. (2) Given the product [ClH:41].[O:31]1[C:5]2[CH:6]=[CH:7][CH:8]=[CH:9][C:4]=2[CH:28]=[C:27]1[N:13]([C:14](=[O:26])[CH:15]=[CH:16][CH2:17][O:18][CH2:19][CH2:20][N:21]1[CH2:22][CH2:23][CH2:24][CH2:25]1)[CH2:12][CH2:11][O:10][C:7]1[CH:8]=[CH:9][C:4]([C:3]([NH:37][OH:38])=[O:36])=[CH:5][CH:6]=1, predict the reactants needed to synthesize it. The reactants are: CO[C:3](=[O:36])[C:4]1[CH:9]=[CH:8][C:7]([O:10][CH2:11][CH2:12][N:13]([C:27]2[O:31]C3C=CC=CC=3[CH:28]=2)[C:14](=[O:26])[CH:15]=[CH:16][CH2:17][O:18][CH2:19][CH2:20][N:21]2[CH2:25][CH2:24][CH2:23][CH2:22]2)=[CH:6][CH:5]=1.[NH2:37][OH:38].CO.[ClH:41]. (3) Given the product [CH3:12][C:10]1([CH3:11])[C:6]2[CH:5]=[C:4]([OH:37])[CH:3]=[CH:2][C:7]=2[O:8][CH2:9]1, predict the reactants needed to synthesize it. The reactants are: Br[C:2]1[CH:3]=[C:4](CC([O-])=O)[CH:5]=[CH:6][C:7]=1[O:8][CH2:9][C:10]([CH3:12])=[CH2:11].C1(C)C=CC=CC=1.C([SnH](CCCC)CCCC)CCC.[OH-:37].[Na+].Cl. (4) The reactants are: C[N:2](C)[C:3]1[CH:8]=[CH:7][CH:6]=[CH:5][CH:4]=1.P(Cl)(Cl)([Cl:12])=O.NC1N=[C:20]2[CH2:22][N:23]([CH2:26][C:27]3[CH:32]=[CH:31][CH:30]=[CH:29][CH:28]=3)[CH2:24]CC2C(=O)N=1.C(=O)([O-])[O-].[Na+].[Na+]. Given the product [CH2:26]([N:23]1[CH2:22][CH2:20][C:6]2[C:5](=[CH:4][C:3]([NH2:2])=[CH:8][C:7]=2[Cl:12])[CH2:24]1)[C:27]1[CH:32]=[CH:31][CH:30]=[CH:29][CH:28]=1, predict the reactants needed to synthesize it.